Task: Predict the product of the given reaction.. Dataset: Forward reaction prediction with 1.9M reactions from USPTO patents (1976-2016) (1) Given the reactants [Cl:1][C:2]1[C:16]([N+:17]([O-:19])=[O:18])=[CH:15][CH:14]=[CH:13][C:3]=1[CH2:4][N:5]1[CH2:10][C@H:9]([CH3:11])[NH:8][C@H:7]([CH3:12])[CH2:6]1.CCN(CC)CC.[CH:27]1([C:32](Cl)=[O:33])[CH2:31][CH2:30][CH2:29][CH2:28]1, predict the reaction product. The product is: [Cl:1][C:2]1[C:16]([N+:17]([O-:19])=[O:18])=[CH:15][CH:14]=[CH:13][C:3]=1[CH2:4][N:5]1[CH2:6][C@H:7]([CH3:12])[N:8]([C:32]([CH:27]2[CH2:31][CH2:30][CH2:29][CH2:28]2)=[O:33])[C@H:9]([CH3:11])[CH2:10]1. (2) Given the reactants [CH:1]([C:3]1[C:4]([O:14][CH2:15][C:16]2[CH:39]=[CH:38][C:19]([O:20][CH2:21][C:22]3[N:23]=[C:24]([C:28]4[S:32][C:31]([C:33]([O:35][CH2:36][CH3:37])=[O:34])=[CH:30][CH:29]=4)[O:25][C:26]=3[CH3:27])=[C:18]([O:40][CH3:41])[CH:17]=2)=[N:5][N:6]([C:8]2[CH:13]=[CH:12][CH:11]=[CH:10][CH:9]=2)[CH:7]=1)=O.[CH2:42]([P:51](=[O:58])([O:55][CH2:56][CH3:57])[O:52][CH2:53][CH3:54])P(=O)(OCC)OCC.CN(C)C=O.[H-].[Na+], predict the reaction product. The product is: [CH2:56]([O:55][P:51](/[CH:42]=[CH:1]/[C:3]1[C:4]([O:14][CH2:15][C:16]2[CH:39]=[CH:38][C:19]([O:20][CH2:21][C:22]3[N:23]=[C:24]([C:28]4[S:32][C:31]([C:33]([O:35][CH2:36][CH3:37])=[O:34])=[CH:30][CH:29]=4)[O:25][C:26]=3[CH3:27])=[C:18]([O:40][CH3:41])[CH:17]=2)=[N:5][N:6]([C:8]2[CH:9]=[CH:10][CH:11]=[CH:12][CH:13]=2)[CH:7]=1)([O:52][CH2:53][CH3:54])=[O:58])[CH3:57]. (3) Given the reactants [C:1]([O:5][C:6]([N:8]1[CH2:11][CH:10](C(O)=O)[CH2:9]1)=[O:7])([CH3:4])([CH3:3])[CH3:2].C1C=CC(P(N=[N+]=[N-])(C2C=CC=CC=2)=O)=CC=1.[Cl:32][C:33]1[CH:34]=[C:35]([C:40]2[C:48]([C:49]([NH2:51])=[O:50])=[C:43]3[CH2:44][NH:45][CH2:46][CH2:47][N:42]3[N:41]=2)[CH:36]=[CH:37][C:38]=1[F:39].C[N:53]([CH:55]=[O:56])C, predict the reaction product. The product is: [C:49]([C:48]1[C:40]([C:35]2[CH:36]=[CH:37][C:38]([F:39])=[C:33]([Cl:32])[CH:34]=2)=[N:41][N:42]2[CH2:47][CH2:46][N:45]([C:55]([NH:53][CH:10]3[CH2:9][N:8]([C:6]([O:5][C:1]([CH3:2])([CH3:3])[CH3:4])=[O:7])[CH2:11]3)=[O:56])[CH2:44][C:43]=12)(=[O:50])[NH2:51]. (4) Given the reactants [CH2:1]([O:8][C:9]([N:11]1[CH2:20][CH2:19][C:18]2[C:13](=[CH:14][CH:15]=[CH:16][CH:17]=2)[C@H:12]1[C:21]1[CH:26]=[C:25]([Cl:27])[CH:24]=[CH:23][C:22]=1[O:28][CH2:29][C:30]([OH:32])=O)=[O:10])[C:2]1[CH:7]=[CH:6][CH:5]=[CH:4][CH:3]=1.[N:33]#[C:34][NH2:35].CCN(CC)CC.CN(C(ON1N=NC2C=CC=NC1=2)=[N+](C)C)C.F[P-](F)(F)(F)(F)F, predict the reaction product. The product is: [Cl:27][C:25]1[CH:24]=[CH:23][C:22]([O:28][CH2:29][C:30]([NH:35][C:34]#[N:33])=[O:32])=[C:21]([C@@H:12]2[C:13]3[C:18](=[CH:17][CH:16]=[CH:15][CH:14]=3)[CH2:19][CH2:20][N:11]2[C:9]([O:8][CH2:1][C:2]2[CH:7]=[CH:6][CH:5]=[CH:4][CH:3]=2)=[O:10])[CH:26]=1. (5) The product is: [Br:1][C:2]1[CH:3]=[C:4]2[N:10]=[C:9]([C:11]3[CH:16]=[CH:15][C:14]([O:17][CH2:18][CH2:19][CH2:20][N:22]4[CH2:26][CH2:25][CH2:24][CH2:23]4)=[CH:13][CH:12]=3)[NH:8][C:5]2=[N:6][CH:7]=1. Given the reactants [Br:1][C:2]1[CH:3]=[C:4]2[N:10]=[C:9]([C:11]3[CH:16]=[CH:15][C:14]([O:17][CH2:18][CH2:19][CH2:20]Cl)=[CH:13][CH:12]=3)[NH:8][C:5]2=[N:6][CH:7]=1.[NH:22]1[CH2:26][CH2:25][CH2:24][CH2:23]1, predict the reaction product. (6) Given the reactants C(O)(C(F)(F)F)=O.[C:8]1([C:14]2[N:22]([CH:23]3[CH2:28][CH2:27][N:26](C(OC(C)(C)C)=O)[CH2:25][CH2:24]3)[C:17]3=[N:18][CH:19]=[CH:20][CH:21]=[C:16]3[N:15]=2)[CH:13]=[CH:12][CH:11]=[CH:10][CH:9]=1.C([O-])(O)=O.[Na+], predict the reaction product. The product is: [C:8]1([C:14]2[N:22]([CH:23]3[CH2:28][CH2:27][NH:26][CH2:25][CH2:24]3)[C:17]3=[N:18][CH:19]=[CH:20][CH:21]=[C:16]3[N:15]=2)[CH:9]=[CH:10][CH:11]=[CH:12][CH:13]=1. (7) The product is: [CH:35]1([N:39]2[CH2:45][CH2:44][CH2:43][N:42]([C:46]([N:48]3[CH2:49][CH:50]([O:52][C:53]4[CH:58]=[CH:57][C:56]([C:5]5[CH:4]=[N:3][N:2]([CH3:1])[CH:6]=5)=[CH:55][CH:54]=4)[CH2:51]3)=[O:47])[CH2:41][CH2:40]2)[CH2:38][CH2:37][CH2:36]1. Given the reactants [CH3:1][N:2]1[CH:6]=[C:5](B2OC(C)(C)C(C)(C)O2)[CH:4]=[N:3]1.C1(P(C2CCCCC2)C2CCCCC2)CCCCC1.[CH:35]1([N:39]2[CH2:45][CH2:44][CH2:43][N:42]([C:46]([N:48]3[CH2:51][CH:50]([O:52][C:53]4[CH:58]=[CH:57][C:56](I)=[CH:55][CH:54]=4)[CH2:49]3)=[O:47])[CH2:41][CH2:40]2)[CH2:38][CH2:37][CH2:36]1.[O-]P([O-])([O-])=O.[K+].[K+].[K+], predict the reaction product.